Dataset: Full USPTO retrosynthesis dataset with 1.9M reactions from patents (1976-2016). Task: Predict the reactants needed to synthesize the given product. (1) Given the product [N:35]1[CH:6]=[CH:7][C:2]([O:1][CH2:8][CH:9]2[CH2:13][CH2:12][CH2:11][N:10]2[S:14]([C:17]2[CH:18]=[C:19]3[C:23](=[CH:24][CH:25]=2)[NH:22][C:21](=[O:26])[C:20]3=[O:27])(=[O:15])=[O:16])=[CH:3][CH:4]=1, predict the reactants needed to synthesize it. The reactants are: [O:1]([CH2:8][C@@H:9]1[CH2:13][CH2:12][CH2:11][N:10]1[S:14]([C:17]1[CH:18]=[C:19]2[C:23](=[CH:24][CH:25]=1)[NH:22][C:21](=[O:26])[C:20]2=[O:27])(=[O:16])=[O:15])[C:2]1[CH:7]=[CH:6]C=[CH:4][CH:3]=1.C(OC([N:35]1CCCC1COC1C=CN=CC=1)=O)(C)(C)C. (2) Given the product [CH3:1][C@@H:2]1[CH2:6][N:5]([CH2:7][C:34]2[C:35]3[C:40](=[CH:39][CH:38]=[CH:37][CH:36]=3)[N:31]=[CH:32][CH:33]=2)[CH2:4][C@H:3]1[C:15]1[NH:16][C:17](=[O:30])[C:18]2[CH:23]=[N:22][N:21]([CH:24]3[CH2:25][CH2:26][O:27][CH2:28][CH2:29]3)[C:19]=2[N:20]=1, predict the reactants needed to synthesize it. The reactants are: [CH3:1][C@@H:2]1[CH2:6][N:5]([CH2:7]C2C=NC(C)=NC=2)[CH2:4][C@H:3]1[C:15]1[NH:16][C:17](=[O:30])[C:18]2[CH:23]=[N:22][N:21]([CH:24]3[CH2:29][CH2:28][O:27][CH2:26][CH2:25]3)[C:19]=2[N:20]=1.[N:31]1[C:40]2[C:35](=[CH:36][CH:37]=[CH:38][CH:39]=2)[C:34](C=O)=[CH:33][CH:32]=1.